This data is from Reaction yield outcomes from USPTO patents with 853,638 reactions. The task is: Predict the reaction yield, written as a fraction of the theoretical maximum amount of product (1.0 means a 100% yield; for example, 0.34 means a 34% yield). (1) The catalyst is C(Cl)Cl.CO. The yield is 0.580. The reactants are C(OC([NH:8][C:9]1[N:14]=[C:13]([CH2:15][CH2:16][O:17][C:18]2[CH:40]=[CH:39][C:21]([CH2:22][C@@H:23]([C:35]([O:37]C)=[O:36])[NH:24][C:25]([C:27]3[C:32]([Cl:33])=[CH:31][CH:30]=[CH:29][C:28]=3[Cl:34])=[O:26])=[CH:20][CH:19]=2)[CH:12]=[CH:11][CH:10]=1)=O)(C)(C)C.C(O)(C(F)(F)F)=O.N. The product is [NH2:8][C:9]1[N:14]=[C:13]([CH2:15][CH2:16][O:17][C:18]2[CH:19]=[CH:20][C:21]([CH2:22][C@@H:23]([C:35]([OH:37])=[O:36])[NH:24][C:25]([C:27]3[C:28]([Cl:34])=[CH:29][CH:30]=[CH:31][C:32]=3[Cl:33])=[O:26])=[CH:39][CH:40]=2)[CH:12]=[CH:11][CH:10]=1. (2) The reactants are [Br:1][C:2]1[CH:3]=[CH:4][C:5]([F:10])=[C:6]([CH:9]=1)[CH:7]=[O:8].C[Mg]Br. The catalyst is [Cl-].[NH4+]. The product is [Br:1][C:2]1[CH:3]=[CH:4][C:5]([F:10])=[C:6]([CH2:7][OH:8])[CH:9]=1. The yield is 0.930. (3) The reactants are [N:1]1([C:7]([C:9]2[S:10][CH:11]=[CH:12][CH:13]=2)=[O:8])[CH2:6][CH2:5][NH:4][CH2:3][CH2:2]1.C1([NH:20][C:21]([C:23]2[C:24](=[O:36])[N:25]([CH3:35])[C:26]3[C:31]([C:32]=2O)=[CH:30][C:29]([CH3:34])=[CH:28][CH:27]=3)=O)CCCCC1. The catalyst is C1(C)C=CC=CC=1. The product is [CH2:35]([N:25]1[C:26]2[C:31](=[CH:30][C:29]([CH3:34])=[CH:28][CH:27]=2)[C:32]([N:4]2[CH2:5][CH2:6][N:1]([C:7]([C:9]3[S:10][CH:11]=[CH:12][CH:13]=3)=[O:8])[CH2:2][CH2:3]2)=[C:23]([C:21]#[N:20])[C:24]1=[O:36])[C:26]1[CH:31]=[CH:30][CH:29]=[CH:28][CH:27]=1. The yield is 0.770. (4) The reactants are [F:1][C:2]1[C:3]([NH:16][C:17]2[CH:22]=[CH:21][C:20](I)=[CH:19][C:18]=2[F:24])=[C:4]([CH:12]=[CH:13][C:14]=1[F:15])[C:5]([NH:7][O:8][CH2:9][CH2:10][OH:11])=[O:6].[CH3:25][C:26]([OH:31])([CH2:29][CH3:30])[C:27]#[CH:28]. The catalyst is CCOCC.CO.[Cu]I. The product is [F:1][C:2]1[C:3]([NH:16][C:17]2[CH:22]=[CH:21][C:20]([C:28]#[C:27][C:26]([OH:31])([CH3:25])[CH2:29][CH3:30])=[CH:19][C:18]=2[F:24])=[C:4]([CH:12]=[CH:13][C:14]=1[F:15])[C:5]([NH:7][O:8][CH2:9][CH2:10][OH:11])=[O:6]. The yield is 0.770. (5) The reactants are [OH-].[Li+].[Br:3][C:4]1[N:5]([C:15]2[C:24]3[C:19](=[CH:20][CH:21]=[CH:22][CH:23]=3)[C:18]([CH:25]3[CH2:27][CH2:26]3)=[CH:17][CH:16]=2)[C:6]([S:9][CH2:10][C:11]([O:13]C)=[O:12])=[N:7][N:8]=1.Cl. The catalyst is O.C(O)C.C1COCC1. The product is [Br:3][C:4]1[N:5]([C:15]2[C:24]3[C:19](=[CH:20][CH:21]=[CH:22][CH:23]=3)[C:18]([CH:25]3[CH2:27][CH2:26]3)=[CH:17][CH:16]=2)[C:6]([S:9][CH2:10][C:11]([OH:13])=[O:12])=[N:7][N:8]=1. The yield is 0.930.